Task: Predict the reactants needed to synthesize the given product.. Dataset: Full USPTO retrosynthesis dataset with 1.9M reactions from patents (1976-2016) Given the product [Br:1][C:2]1[CH:7]=[C:6]([F:8])[CH:5]=[CH:4][C:3]=1[S:9]([NH:12][C:13]1[C:22]([C:23]([O:25][CH3:26])=[O:24])=[C:21]2[C:16]([C:17]3[CH2:29][CH2:28][O:27][C:18]=3[CH:19]=[N:30]2)=[CH:15][CH:14]=1)(=[O:11])=[O:10], predict the reactants needed to synthesize it. The reactants are: [Br:1][C:2]1[CH:7]=[C:6]([F:8])[CH:5]=[CH:4][C:3]=1[S:9]([NH:12][C:13]1[C:22]([C:23]([O:25][CH3:26])=[O:24])=[C:21]2[C:16]([C@H:17]3[CH2:29][CH2:28][O:27][C@H:18]3[CH2:19]O2)=[CH:15][CH:14]=1)(=[O:11])=[O:10].[NH2:30]C1C(C(OC)=O)=C2C(C3CCOC=3C=N2)=CC=1.BrC1C=C(F)C=CC=1S(Cl)(=O)=O.